From a dataset of Rat liver microsome stability data. Regression/Classification. Given a drug SMILES string, predict its absorption, distribution, metabolism, or excretion properties. Task type varies by dataset: regression for continuous measurements (e.g., permeability, clearance, half-life) or binary classification for categorical outcomes (e.g., BBB penetration, CYP inhibition). Dataset: rlm. (1) The drug is Cc1nc2c(Cl)cccc2n1-c1cccc(Oc2cccc(S(=O)(=O)C(F)(F)F)c2)c1. The result is 1 (stable in rat liver microsomes). (2) The drug is CC1(C)C(=O)N=C2C1=C(O)C(=O)c1ccccc12. The result is 0 (unstable in rat liver microsomes).